Dataset: Forward reaction prediction with 1.9M reactions from USPTO patents (1976-2016). Task: Predict the product of the given reaction. (1) Given the reactants CN(C)[CH2:3][CH2:4][C:5](=[O:11])[C:6]1[S:7][CH:8]=[CH:9][CH:10]=1.[S:13]1[CH:17]=[CH:16][CH:15]=[C:14]1[C:18](=[O:21])[CH:19]=[CH2:20], predict the reaction product. The product is: [S:7]1[CH:8]=[CH:9][CH:10]=[C:6]1[C:5](=[O:11])[CH2:4][CH3:3].[S:13]1[CH:17]=[CH:16][CH:15]=[C:14]1[CH:18]([OH:21])[CH2:19][CH3:20].[S:7]1[CH:8]=[CH:9][CH:10]=[C:6]1[CH:5]([OH:11])[CH:4]=[CH2:3]. (2) Given the reactants [Cl:1][C:2]1[CH:7]=[CH:6][C:5]([C:8]2([C:11]([N:13]3[CH2:17][CH2:16][C@@H:15]([C:18]4[CH:23]=[CH:22][N:21]=[CH:20][CH:19]=4)[CH2:14]3)=[O:12])[CH2:10][CH2:9]2)=[CH:4][CH:3]=1.ClCCl.ClC1C=CC=C(C(OO)=[O:35])C=1, predict the reaction product. The product is: [Cl:1][C:2]1[CH:7]=[CH:6][C:5]([C:8]2([C:11]([N:13]3[CH2:17][CH2:16][C@@H:15]([C:18]4[CH:23]=[CH:22][N+:21]([O-:35])=[CH:20][CH:19]=4)[CH2:14]3)=[O:12])[CH2:9][CH2:10]2)=[CH:4][CH:3]=1. (3) Given the reactants [CH3:1][O:2][P:3]([CH2:7][C:8](=[O:10])[CH3:9])(=[O:6])[O:4][CH3:5].C(NC1C=CC(S([N:24]=[N+:25]=[N-])(=O)=O)=CC=1)(=O)C.C(=O)([O-])[O-].[K+].[K+], predict the reaction product. The product is: [CH3:9]/[C:8](/[O-:10])=[C:7](/[P:3]([O:4][CH3:5])([O:2][CH3:1])=[O:6])\[N+:24]#[N:25]. (4) Given the reactants Br[C:2]1[CH:10]=[CH:9][CH:8]=[CH:7][C:3]=1[CH2:4][CH2:5][OH:6].[S:11]1[CH:15]=[CH:14][CH:13]=[C:12]1B(O)O.C([O-])(O)=O.[Na+], predict the reaction product. The product is: [S:11]1[CH:15]=[CH:14][CH:13]=[C:12]1[C:2]1[CH:10]=[CH:9][CH:8]=[CH:7][C:3]=1[CH2:4][CH2:5][OH:6].